This data is from Catalyst prediction with 721,799 reactions and 888 catalyst types from USPTO. The task is: Predict which catalyst facilitates the given reaction. (1) Reactant: [F:1][C:2]1[CH:3]=[C:4]([C:8]2[C:9]([CH:18](O)[CH3:19])=[CH:10][CH:11]=[C:12]3[C:17]=2[N:16]=[CH:15][CH:14]=[CH:13]3)[CH:5]=[N:6][CH:7]=1.FC1C=C(B(O)O)C=NC=1.C(N(CC)CC)C.CS(Cl)(=O)=O.[N-:43]=[N+:44]=[N-:45].[Na+]. Product: [N:43]([CH:18]([C:9]1[C:8]([C:4]2[CH:5]=[N:6][CH:7]=[C:2]([F:1])[CH:3]=2)=[C:17]2[C:12]([CH:13]=[CH:14][CH:15]=[N:16]2)=[CH:11][CH:10]=1)[CH3:19])=[N+:44]=[N-:45]. The catalyst class is: 124. (2) The catalyst class is: 10. Reactant: [CH:1]1([CH2:8][C@@H:9]2[NH:14][CH2:13][CH:12]([C:15]3[CH:20]=[C:19]([F:21])[CH:18]=[C:17]([F:22])[CH:16]=3)[NH:11][C:10]2=[O:23])[CH2:7][CH2:6][CH2:5][CH2:4][CH2:3][CH2:2]1.[C:24]([O:28][C:29](O[C:29]([O:28][C:24]([CH3:27])([CH3:26])[CH3:25])=[O:30])=[O:30])([CH3:27])([CH3:26])[CH3:25].CCN(C(C)C)C(C)C. Product: [C:24]([O:28][C:29]([N:14]1[CH2:13][CH:12]([C:15]2[CH:16]=[C:17]([F:22])[CH:18]=[C:19]([F:21])[CH:20]=2)[NH:11][C:10](=[O:23])[C@@H:9]1[CH2:8][CH:1]1[CH2:2][CH2:3][CH2:4][CH2:5][CH2:6][CH2:7]1)=[O:30])([CH3:27])([CH3:26])[CH3:25]. (3) Product: [NH2:1][C:4]1[CH:9]=[CH:8][C:7]([C:10]2[N:11]=[C:12]3[C:17]([C:18]([NH2:20])=[O:19])=[CH:16][CH:15]=[CH:14][N:13]3[CH:21]=2)=[CH:6][CH:5]=1. The catalyst class is: 45. Reactant: [N+:1]([C:4]1[CH:9]=[CH:8][C:7]([C:10]2[N:11]=[C:12]3[C:17]([C:18]([NH2:20])=[O:19])=[CH:16][CH:15]=[CH:14][N:13]3[CH:21]=2)=[CH:6][CH:5]=1)([O-])=O.[H][H].